Dataset: Full USPTO retrosynthesis dataset with 1.9M reactions from patents (1976-2016). Task: Predict the reactants needed to synthesize the given product. (1) Given the product [F:1][C:2]1[CH:3]=[N:4][CH:5]=[CH:6][C:7]=1[C:8]1[C:9]([C:18]2[CH:23]=[CH:22][CH:21]=[CH:20][C:19]=2[F:24])=[N:10][C:11]([NH2:17])=[C:12]([NH2:14])[CH:13]=1, predict the reactants needed to synthesize it. The reactants are: [F:1][C:2]1[CH:3]=[N:4][CH:5]=[CH:6][C:7]=1[C:8]1[C:9]([C:18]2[CH:23]=[CH:22][CH:21]=[CH:20][C:19]=2[F:24])=[N:10][C:11]([NH2:17])=[C:12]([N+:14]([O-])=O)[CH:13]=1. (2) Given the product [C:20]1([C:18]2[CH:19]=[C:14]([N:11]3[CH2:10][CH2:9][NH:8][CH2:13][CH2:12]3)[N:15]=[N:16][C:17]=2[C:26]([F:29])([F:28])[F:27])[CH:21]=[CH:22][CH:23]=[CH:24][CH:25]=1, predict the reactants needed to synthesize it. The reactants are: C(OC([N:8]1[CH2:13][CH2:12][N:11]([C:14]2[N:15]=[N:16][C:17]([C:26]([F:29])([F:28])[F:27])=[C:18]([C:20]3[CH:25]=[CH:24][CH:23]=[CH:22][CH:21]=3)[CH:19]=2)[CH2:10][CH2:9]1)=O)(C)(C)C.